From a dataset of Forward reaction prediction with 1.9M reactions from USPTO patents (1976-2016). Predict the product of the given reaction. (1) Given the reactants [NH2:1][C:2]1[N:6]([C:7]2[C:12]([CH3:13])=[CH:11][CH:10]=[CH:9][C:8]=2[CH3:14])[N:5]=[CH:4][C:3]=1[C:15]#[N:16].[OH:17]O.N, predict the reaction product. The product is: [NH2:1][C:2]1[N:6]([C:7]2[C:12]([CH3:13])=[CH:11][CH:10]=[CH:9][C:8]=2[CH3:14])[N:5]=[CH:4][C:3]=1[C:15]([NH2:16])=[O:17]. (2) Given the reactants [NH2:1][C:2]1[N:3]([CH3:8])[O:4][C:5](=[O:7])[CH:6]=1.[C:9]([C:11]1[CH:12]=[C:13]([CH:16]=[CH:17][CH:18]=1)[CH:14]=O)#[N:10].[O:19]1[CH2:24][C:23](=O)[CH2:22][C:21](=[O:26])[CH2:20]1, predict the reaction product. The product is: [CH3:8][N:3]1[C:2]2[NH:1][C:23]3[CH2:24][O:19][CH2:20][C:21](=[O:26])[C:22]=3[CH:14]([C:13]3[CH:12]=[C:11]([CH:18]=[CH:17][CH:16]=3)[C:9]#[N:10])[C:6]=2[C:5](=[O:7])[O:4]1. (3) Given the reactants [CH2:1]([O:8][C:9]1[CH:14]=[CH:13][N:12]([C:15]2[CH:20]=[CH:19][C:18]3[C:21]4[CH2:27][CH2:26][NH:25][CH2:24][CH2:23][C:22]=4[O:28][C:17]=3[CH:16]=2)[C:11](=[O:29])[CH:10]=1)[C:2]1[CH:7]=[CH:6][CH:5]=[CH:4][CH:3]=1.[ClH:30].CCOCC, predict the reaction product. The product is: [ClH:30].[CH2:1]([O:8][C:9]1[CH:14]=[CH:13][N:12]([C:15]2[CH:20]=[CH:19][C:18]3[C:21]4[CH2:27][CH2:26][NH:25][CH2:24][CH2:23][C:22]=4[O:28][C:17]=3[CH:16]=2)[C:11](=[O:29])[CH:10]=1)[C:2]1[CH:3]=[CH:4][CH:5]=[CH:6][CH:7]=1. (4) Given the reactants [Cl:1][C:2]1[CH:3]=[CH:4][C:5]2[N:11]3[CH:12]=[CH:13][CH:14]=[C:10]3[C@@H:9]([CH2:15][CH2:16][CH2:17][C:18]([N:20]3[CH2:25][CH2:24][CH:23]([CH2:26][C:27]([O:29]CC)=[O:28])[CH2:22][CH2:21]3)=[O:19])[O:8][C@H:7]([C:32]3[CH:37]=[CH:36][CH:35]=[C:34]([O:38][CH3:39])[C:33]=3[O:40][CH3:41])[C:6]=2[CH:42]=1.C(=O)([O-])[O-].[K+].[K+].Cl, predict the reaction product. The product is: [Cl:1][C:2]1[CH:3]=[CH:4][C:5]2[N:11]3[CH:12]=[CH:13][CH:14]=[C:10]3[C@@H:9]([CH2:15][CH2:16][CH2:17][C:18]([N:20]3[CH2:25][CH2:24][CH:23]([CH2:26][C:27]([OH:29])=[O:28])[CH2:22][CH2:21]3)=[O:19])[O:8][C@H:7]([C:32]3[CH:37]=[CH:36][CH:35]=[C:34]([O:38][CH3:39])[C:33]=3[O:40][CH3:41])[C:6]=2[CH:42]=1.